From a dataset of Full USPTO retrosynthesis dataset with 1.9M reactions from patents (1976-2016). Predict the reactants needed to synthesize the given product. (1) Given the product [Cl:1][C:2]1[CH:36]=[CH:35][CH:34]=[CH:33][C:3]=1[CH2:4][N:5]1[C:13]2[C:8](=[CH:9][C:10]([O:14][C:15]([F:16])([F:18])[F:17])=[CH:11][CH:12]=2)[C:7]([C:19]2[N:20]=[C:21]3[N:25]([CH:26]=2)[N:24]=[C:23]([O:27][CH3:28])[S:22]3)=[C:6]1[CH2:29][OH:30], predict the reactants needed to synthesize it. The reactants are: [Cl:1][C:2]1[CH:36]=[CH:35][CH:34]=[CH:33][C:3]=1[CH2:4][N:5]1[C:13]2[C:8](=[CH:9][C:10]([O:14][C:15]([F:18])([F:17])[F:16])=[CH:11][CH:12]=2)[C:7]([C:19]2[N:20]=[C:21]3[N:25]([CH:26]=2)[N:24]=[C:23]([O:27][CH3:28])[S:22]3)=[C:6]1[C:29](OC)=[O:30].COC1SC2=NC(C3C4C(=CC=C(OC(F)(F)F)C=4)NC=3C(OC)=O)=CN2N=1.C(=O)([O-])[O-].[K+].[K+].ClC1C=CC=CC=1CBr. (2) Given the product [ClH:41].[NH2:7][CH2:8][CH2:9][CH2:10][N:11]([CH:21]([C:24]1[N:29]([CH2:30][C:31]2[CH:36]=[CH:35][CH:34]=[CH:33][CH:32]=2)[C:28](=[O:37])[C:27]2=[CH:38][CH:39]=[C:40]([Cl:41])[N:26]2[N:25]=1)[CH2:22][CH3:23])[C:12](=[O:20])[C:13]1[CH:18]=[CH:17][C:16]([CH3:19])=[CH:15][CH:14]=1, predict the reactants needed to synthesize it. The reactants are: C(OC(=O)[NH:7][CH2:8][CH2:9][CH2:10][N:11]([CH:21]([C:24]1[N:29]([CH2:30][C:31]2[CH:36]=[CH:35][CH:34]=[CH:33][CH:32]=2)[C:28](=[O:37])[C:27]2=[CH:38][CH:39]=[C:40]([Cl:41])[N:26]2[N:25]=1)[CH2:22][CH3:23])[C:12](=[O:20])[C:13]1[CH:18]=[CH:17][C:16]([CH3:19])=[CH:15][CH:14]=1)(C)(C)C.Cl. (3) Given the product [C:12]([C:14]1[CH:19]=[CH:18][C:17]([CH2:20][CH2:21][O:8][C:5]2[CH:6]=[CH:7][C:2]([CH3:1])=[C:3]([N+:9]([O-:11])=[O:10])[CH:4]=2)=[CH:16][CH:15]=1)#[N:13], predict the reactants needed to synthesize it. The reactants are: [CH3:1][C:2]1[CH:7]=[CH:6][C:5]([OH:8])=[CH:4][C:3]=1[N+:9]([O-:11])=[O:10].[C:12]([C:14]1[CH:19]=[CH:18][C:17]([CH2:20][CH2:21]O)=[CH:16][CH:15]=1)#[N:13].CCOC(/N=N/C(OCC)=O)=O.C1(P(C2C=CC=CC=2)C2C=CC=CC=2)C=CC=CC=1. (4) The reactants are: IC1C=CN(C)C(=O)C=1.OC(C)(C)C[C@@:13]1([C:37]2[CH:42]=[CH:41][CH:40]=[CH:39][CH:38]=2)[O:18][C:17](=[O:19])[N:16]([C@H](C2C=CC(B3OC(C)(C)C(C)(C)O3)=CC=2)C)[CH2:15][CH2:14]1.C([O-])([O-])=O.[Cs+].[Cs+]. Given the product [C:37]1([CH:13]2[O:18][C:17](=[O:19])[NH:16][CH2:15][CH2:14]2)[CH:38]=[CH:39][CH:40]=[CH:41][CH:42]=1, predict the reactants needed to synthesize it. (5) Given the product [Br:1][C:2]1[CH:3]=[C:4]([CH:8]=[C:9]([NH:11][C:12](=[O:15])[CH2:13][CH3:14])[CH:10]=1)[C:5]([NH:41][C:42]1[CH:47]=[CH:46][CH:45]=[CH:44][C:43]=1[CH2:48][C:49]([O:51][CH3:52])=[O:50])=[O:7], predict the reactants needed to synthesize it. The reactants are: [Br:1][C:2]1[CH:3]=[C:4]([CH:8]=[C:9]([NH:11][C:12](=[O:15])[CH2:13][CH3:14])[CH:10]=1)[C:5]([OH:7])=O.CN(C(ON1N=NC2C=CC=NC1=2)=[N+](C)C)C.F[P-](F)(F)(F)(F)F.Cl.[NH2:41][C:42]1[CH:47]=[CH:46][CH:45]=[CH:44][C:43]=1[CH2:48][C:49]([O:51][CH3:52])=[O:50]. (6) Given the product [CH3:28][N:27]([CH3:29])[C:23]1[N:24]=[CH:25][N:26]=[C:21]([NH:1][C@@H:2]2[CH2:7][CH2:6][C@H:5]([CH2:8][NH:9][C:10](=[O:19])[C:11]3[CH:16]=[CH:15][C:14]([F:17])=[C:13]([F:18])[CH:12]=3)[CH2:4][CH2:3]2)[CH:22]=1, predict the reactants needed to synthesize it. The reactants are: [NH2:1][C@@H:2]1[CH2:7][CH2:6][C@H:5]([CH2:8][NH:9][C:10](=[O:19])[C:11]2[CH:16]=[CH:15][C:14]([F:17])=[C:13]([F:18])[CH:12]=2)[CH2:4][CH2:3]1.Cl[C:21]1[N:26]=[CH:25][N:24]=[C:23]([N:27]([CH3:29])[CH3:28])[CH:22]=1.C([O-])(O)=O.[Na+].